From a dataset of NCI-60 drug combinations with 297,098 pairs across 59 cell lines. Regression. Given two drug SMILES strings and cell line genomic features, predict the synergy score measuring deviation from expected non-interaction effect. (1) Drug 1: CC(CN1CC(=O)NC(=O)C1)N2CC(=O)NC(=O)C2. Drug 2: CNC(=O)C1=NC=CC(=C1)OC2=CC=C(C=C2)NC(=O)NC3=CC(=C(C=C3)Cl)C(F)(F)F. Cell line: KM12. Synergy scores: CSS=64.2, Synergy_ZIP=-6.57, Synergy_Bliss=-6.62, Synergy_Loewe=-2.44, Synergy_HSA=-1.23. (2) Drug 1: C1=CC(=CC=C1CC(C(=O)O)N)N(CCCl)CCCl.Cl. Drug 2: CC1C(C(CC(O1)OC2CC(OC(C2O)C)OC3=CC4=CC5=C(C(=O)C(C(C5)C(C(=O)C(C(C)O)O)OC)OC6CC(C(C(O6)C)O)OC7CC(C(C(O7)C)O)OC8CC(C(C(O8)C)O)(C)O)C(=C4C(=C3C)O)O)O)O. Synergy scores: CSS=2.03, Synergy_ZIP=0.394, Synergy_Bliss=-0.758, Synergy_Loewe=-4.37, Synergy_HSA=-4.42. Cell line: M14. (3) Drug 1: C1CC(=O)NC(=O)C1N2CC3=C(C2=O)C=CC=C3N. Drug 2: CS(=O)(=O)CCNCC1=CC=C(O1)C2=CC3=C(C=C2)N=CN=C3NC4=CC(=C(C=C4)OCC5=CC(=CC=C5)F)Cl. Cell line: UACC62. Synergy scores: CSS=2.00, Synergy_ZIP=-0.809, Synergy_Bliss=0.810, Synergy_Loewe=-0.0261, Synergy_HSA=0.0298. (4) Drug 1: C1=CC(=CC=C1C#N)C(C2=CC=C(C=C2)C#N)N3C=NC=N3. Drug 2: CC1=C2C(C(=O)C3(C(CC4C(C3C(C(C2(C)C)(CC1OC(=O)C(C(C5=CC=CC=C5)NC(=O)C6=CC=CC=C6)O)O)OC(=O)C7=CC=CC=C7)(CO4)OC(=O)C)O)C)OC(=O)C. Cell line: CAKI-1. Synergy scores: CSS=2.83, Synergy_ZIP=-4.12, Synergy_Bliss=-4.36, Synergy_Loewe=-15.9, Synergy_HSA=-9.13. (5) Drug 1: CC1CCC2CC(C(=CC=CC=CC(CC(C(=O)C(C(C(=CC(C(=O)CC(OC(=O)C3CCCCN3C(=O)C(=O)C1(O2)O)C(C)CC4CCC(C(C4)OC)OCCO)C)C)O)OC)C)C)C)OC. Drug 2: C1CC(=O)NC(=O)C1N2C(=O)C3=CC=CC=C3C2=O. Cell line: UO-31. Synergy scores: CSS=4.08, Synergy_ZIP=3.88, Synergy_Bliss=6.21, Synergy_Loewe=-0.844, Synergy_HSA=2.59. (6) Drug 1: CC1=C(C=C(C=C1)NC2=NC=CC(=N2)N(C)C3=CC4=NN(C(=C4C=C3)C)C)S(=O)(=O)N.Cl. Drug 2: CC1C(C(CC(O1)OC2CC(CC3=C2C(=C4C(=C3O)C(=O)C5=C(C4=O)C(=CC=C5)OC)O)(C(=O)C)O)N)O.Cl. Cell line: HOP-92. Synergy scores: CSS=23.9, Synergy_ZIP=2.74, Synergy_Bliss=5.65, Synergy_Loewe=-9.82, Synergy_HSA=6.48. (7) Drug 1: C1CCN(CC1)CCOC2=CC=C(C=C2)C(=O)C3=C(SC4=C3C=CC(=C4)O)C5=CC=C(C=C5)O. Drug 2: CC12CCC3C(C1CCC2OP(=O)(O)O)CCC4=C3C=CC(=C4)OC(=O)N(CCCl)CCCl.[Na+]. Cell line: SK-MEL-5. Synergy scores: CSS=-8.88, Synergy_ZIP=9.01, Synergy_Bliss=6.68, Synergy_Loewe=-0.201, Synergy_HSA=-3.35. (8) Drug 1: CN1C2=C(C=C(C=C2)N(CCCl)CCCl)N=C1CCCC(=O)O.Cl. Drug 2: C1=NC2=C(N1)C(=S)N=CN2. Cell line: SK-MEL-5. Synergy scores: CSS=8.45, Synergy_ZIP=-6.34, Synergy_Bliss=-6.09, Synergy_Loewe=-24.5, Synergy_HSA=-6.21.